Task: Regression. Given a peptide amino acid sequence and an MHC pseudo amino acid sequence, predict their binding affinity value. This is MHC class II binding data.. Dataset: Peptide-MHC class II binding affinity with 134,281 pairs from IEDB (1) The peptide sequence is SQDLNLSWNLNGLQAY. The MHC is HLA-DQA10101-DQB10501 with pseudo-sequence HLA-DQA10101-DQB10501. The binding affinity (normalized) is 0.566. (2) The peptide sequence is SEFIKFAEGRRGAAE. The MHC is HLA-DQA10201-DQB10402 with pseudo-sequence HLA-DQA10201-DQB10402. The binding affinity (normalized) is 0.442.